This data is from Catalyst prediction with 721,799 reactions and 888 catalyst types from USPTO. The task is: Predict which catalyst facilitates the given reaction. (1) Reactant: [NH2:1][C:2]1[C:3]([C:12]([N:14]([CH2:21][C:22]2[CH:27]=[CH:26][CH:25]=[CH:24][N:23]=2)[CH2:15][C:16]([O:18][CH2:19][CH3:20])=[O:17])=[O:13])=[CH:4][C:5]2[C:10]([CH:11]=1)=[CH:9][CH:8]=[CH:7][CH:6]=2.C(N(CC)CC)C.[N:35]([C:38]1[C:43]([CH3:44])=[CH:42][CH:41]=[CH:40][C:39]=1[CH3:45])=[C:36]=[O:37]. The catalyst class is: 3. Product: [CH3:44][C:43]1[CH:42]=[CH:41][CH:40]=[C:39]([CH3:45])[C:38]=1[NH:35][C:36]([NH:1][C:2]1[C:3]([C:12]([N:14]([CH2:21][C:22]2[CH:27]=[CH:26][CH:25]=[CH:24][N:23]=2)[CH2:15][C:16]([O:18][CH2:19][CH3:20])=[O:17])=[O:13])=[CH:4][C:5]2[C:10]([CH:11]=1)=[CH:9][CH:8]=[CH:7][CH:6]=2)=[O:37]. (2) Reactant: [OH:1][NH2:2].C([O:5][C:6](=O)[CH2:7][CH2:8][CH2:9][CH2:10][CH2:11][CH2:12][N:13]([C:20]1[CH:25]=[C:24]([C:26]2[CH:31]=[CH:30][CH:29]=[CH:28][CH:27]=2)[CH:23]=[CH:22][N:21]=1)[C:14]1[CH:19]=[CH:18][CH:17]=[CH:16][N:15]=1)C. Product: [OH:1][NH:2][C:6](=[O:5])[CH2:7][CH2:8][CH2:9][CH2:10][CH2:11][CH2:12][N:13]([C:20]1[CH:25]=[C:24]([C:26]2[CH:31]=[CH:30][CH:29]=[CH:28][CH:27]=2)[CH:23]=[CH:22][N:21]=1)[C:14]1[CH:19]=[CH:18][CH:17]=[CH:16][N:15]=1. The catalyst class is: 475. (3) Reactant: [CH:1]1[C:6]([C@H:7]2[O:17][C:16]3[CH:15]=[C:14]([OH:18])[CH:13]=[C:12]([OH:19])[C:11]=3[C:9](=O)[C@@H:8]2[OH:20])=[CH:5][C:4]([OH:21])=[C:3]([OH:22])[CH:2]=1.[BH4-].[Na+].[CH2:25]1[C:34]2[C:29](=[CH:30][C:31]([OH:36])=[CH:32][C:33]=2[OH:35])[O:28][C@H:27]([C:37]2[CH:42]=[CH:41][C:40]([OH:43])=[C:39]([OH:44])[CH:38]=2)[C@H:26]1[OH:45].Cl. Product: [CH2:25]1[C:34]2[C:33]([OH:35])=[CH:32][C:31]([OH:36])=[C:30]([C@@H:9]3[C:11]4[C:16](=[CH:15][C:14]([OH:18])=[CH:13][C:12]=4[OH:19])[O:17][C@H:7]([C:6]4[CH:1]=[CH:2][C:3]([OH:22])=[C:4]([OH:21])[CH:5]=4)[C@H:8]3[OH:20])[C:29]=2[O:28][C@H:27]([C:37]2[CH:42]=[CH:41][C:40]([OH:43])=[C:39]([OH:44])[CH:38]=2)[C@H:26]1[OH:45]. The catalyst class is: 8. (4) Reactant: [CH3:1][C:2]1[CH:8]=[C:7]([CH3:9])[CH:6]=[C:5]([CH3:10])[C:3]=1[NH2:4].[CH:11](=O)[CH:12]([CH3:14])[CH3:13].CO. Product: [CH3:1][C:2]1[CH:8]=[C:7]([CH3:9])[CH:6]=[C:5]([CH3:10])[C:3]=1[N:4]=[CH:11][CH:12]([CH3:14])[CH3:13]. The catalyst class is: 106. (5) The catalyst class is: 24. Product: [CH3:1][C:2]([CH3:21])([CH3:20])[C@@H:3]([C:16]([OH:18])=[O:17])[NH:4][C:5]([O:7][C@@H:8]1[CH2:10][C@H:9]1[CH2:11][CH2:12][CH2:13][CH:14]=[CH2:15])=[O:6]. Reactant: [CH3:1][C:2]([CH3:21])([CH3:20])[C@@H:3]([C:16]([O:18]C)=[O:17])[NH:4][C:5]([O:7][C@@H:8]1[CH2:10][C@H:9]1[CH2:11][CH2:12][CH2:13][CH:14]=[CH2:15])=[O:6].O[Li].O. (6) Reactant: [NH:1]1[CH2:6][CH2:5][C:4]2([C:14]3[C:9](=[CH:10][CH:11]=[CH:12][CH:13]=3)[C:8](=[O:15])[CH2:7]2)[CH2:3][CH2:2]1.[CH2:16]=O. Product: [CH3:16][N:1]1[CH2:6][CH2:5][C:4]2([C:14]3[C:9](=[CH:10][CH:11]=[CH:12][CH:13]=3)[C:8](=[O:15])[CH2:7]2)[CH2:3][CH2:2]1. The catalyst class is: 106.